From a dataset of Catalyst prediction with 721,799 reactions and 888 catalyst types from USPTO. Predict which catalyst facilitates the given reaction. Reactant: [Cl:1][C:2]1[C:3]2[CH:10]=[C:9]([C:11]([O:13][CH2:14][CH3:15])=[O:12])[NH:8][C:4]=2[N:5]=[CH:6][N:7]=1.[Br:16]N1C(=O)CCC1=O. Product: [Br:16][C:10]1[C:3]2[C:2]([Cl:1])=[N:7][CH:6]=[N:5][C:4]=2[NH:8][C:9]=1[C:11]([O:13][CH2:14][CH3:15])=[O:12]. The catalyst class is: 9.